From a dataset of Full USPTO retrosynthesis dataset with 1.9M reactions from patents (1976-2016). Predict the reactants needed to synthesize the given product. (1) Given the product [Br:32][CH2:33][C:34]([C:22]1[CH:23]=[C:24]([CH:29]=[CH:30][C:21]=1[F:20])[C:25]([O:27][CH3:28])=[O:26])=[O:35], predict the reactants needed to synthesize it. The reactants are: COCC1NC(C2C=C(C=CC=2C)C(OC)=O)=CN=1.[F:20][C:21]1[CH:30]=[CH:29][C:24]([C:25]([O:27][CH3:28])=[O:26])=[CH:23][C:22]=1I.[Br:32][CH2:33][C:34](C1C=C(C=CC=1C)C(OC)=O)=[O:35]. (2) Given the product [ClH:32].[CH:26]([C:23]1[CH:22]=[CH:21][C:20]([C:18]2[N:19]=[C:15]([N:7]([CH2:8][CH2:9][C:10]3[S:11][CH:12]=[CH:13][CH:14]=3)[CH2:6][CH2:5][C:4]([OH:29])=[O:3])[S:16][CH:17]=2)=[CH:25][CH:24]=1)([CH3:28])[CH3:27], predict the reactants needed to synthesize it. The reactants are: C([O:3][C:4](=[O:29])[CH2:5][CH2:6][N:7]([C:15]1[S:16][CH:17]=[C:18]([C:20]2[CH:25]=[CH:24][C:23]([CH:26]([CH3:28])[CH3:27])=[CH:22][CH:21]=2)[N:19]=1)[CH2:8][CH2:9][C:10]1[S:11][CH:12]=[CH:13][CH:14]=1)C.[Li+].[OH-].[ClH:32].